This data is from Forward reaction prediction with 1.9M reactions from USPTO patents (1976-2016). The task is: Predict the product of the given reaction. (1) Given the reactants [C:1]([NH:4][C:5]1[S:6][CH:7]=[C:8]([CH2:10][NH:11][C:12]2[CH:31]=[CH:30][C:15]([C:16]([NH:18][C:19]([NH:21][NH:22]C(OC(C)(C)C)=O)=[O:20])=O)=[CH:14][CH:13]=2)[N:9]=1)(=[O:3])[CH3:2].O1CCOCC1.[ClH:38], predict the reaction product. The product is: [ClH:38].[ClH:38].[C:1]([NH:4][C:5]1[S:6][CH:7]=[C:8]([CH2:10][NH:11][C:12]2[CH:31]=[CH:30][C:15]([CH2:16][NH:18][C:19]([NH:21][NH2:22])=[O:20])=[CH:14][CH:13]=2)[N:9]=1)(=[O:3])[CH3:2]. (2) Given the reactants [Cl:1][C:2]1[C:3]([NH:17][NH2:18])=[N:4][C:5]2[C:10]([N:11]=1)=[CH:9][C:8]([C:12]([O:14][CH3:15])=[O:13])=[C:7]([CH3:16])[CH:6]=2.[O:19]1[CH2:24][CH2:23][CH:22]([C:25](O)=[O:26])[CH2:21][CH2:20]1.F[P-](F)(F)(F)(F)F.Br[P+](N1CCCC1)(N1CCCC1)N1CCCC1.C(=O)([O-])O.[Na+], predict the reaction product. The product is: [Cl:1][C:2]1[C:3]([NH:17][NH:18][C:25]([CH:22]2[CH2:23][CH2:24][O:19][CH2:20][CH2:21]2)=[O:26])=[N:4][C:5]2[C:10]([N:11]=1)=[CH:9][C:8]([C:12]([O:14][CH3:15])=[O:13])=[C:7]([CH3:16])[CH:6]=2.